Dataset: Forward reaction prediction with 1.9M reactions from USPTO patents (1976-2016). Task: Predict the product of the given reaction. (1) The product is: [NH2:2][CH2:1][C:3]1([OH:18])[CH2:7][CH2:6][N:5]([C:8]([O:10][CH2:11][C:12]2[CH:17]=[CH:16][CH:15]=[CH:14][CH:13]=2)=[O:9])[CH2:4]1. Given the reactants [C:1]([C:3]1([OH:18])[CH2:7][CH2:6][N:5]([C:8]([O:10][CH2:11][C:12]2[CH:17]=[CH:16][CH:15]=[CH:14][CH:13]=2)=[O:9])[CH2:4]1)#[N:2].[H-].[H-].[H-].[H-].[Li+].[Al+3], predict the reaction product. (2) Given the reactants [CH3:1][N:2]([CH3:63])[CH2:3][CH2:4][CH2:5][C:6]([O:8][CH:9]([CH2:45][CH2:46][CH2:47][CH2:48][CH2:49][CH2:50][CH2:51][CH2:52]/[CH:53]=[CH:54]\[CH2:55]/[CH:56]=[CH:57]\[CH2:58][CH2:59][CH2:60][CH2:61][CH3:62])[CH2:10][CH2:11][CH2:12][CH2:13][CH2:14][CH2:15][CH2:16][CH2:17]/[CH:18]=[CH:19]\[CH2:20][C@H:21]([O:27][Si](C(C)(C)C)(C1C=CC=CC=1)C1C=CC=CC=1)[CH2:22][CH2:23][CH2:24][CH2:25][CH3:26])=[O:7].CO.C(Cl)Cl, predict the reaction product. The product is: [CH3:63][N:2]([CH3:1])[CH2:3][CH2:4][CH2:5][C:6]([O:8][CH:9]([CH2:45][CH2:46][CH2:47][CH2:48][CH2:49][CH2:50][CH2:51][CH2:52]/[CH:53]=[CH:54]\[CH2:55]/[CH:56]=[CH:57]\[CH2:58][CH2:59][CH2:60][CH2:61][CH3:62])[CH2:10][CH2:11][CH2:12][CH2:13][CH2:14][CH2:15][CH2:16][CH2:17]/[CH:18]=[CH:19]\[CH2:20][C@H:21]([OH:27])[CH2:22][CH2:23][CH2:24][CH2:25][CH3:26])=[O:7]. (3) Given the reactants [CH:1]1([NH:4][C:5](=[O:30])[C:6]2[CH:11]=[C:10]([CH2:12][C:13]3[C:14](=[O:25])[C:15]([O:23][CH3:24])=[C:16]([O:21][CH3:22])[C:17](=[O:20])[C:18]=3[CH3:19])[CH:9]=[CH:8][C:7]=2[O:26]C(=O)C)[CH2:3][CH2:2]1.C(=O)([O-])O.[Na+], predict the reaction product. The product is: [CH:1]1([NH:4][C:5](=[O:30])[C:6]2[CH:11]=[C:10]([CH2:12][C:13]3[C:14](=[O:25])[C:15]([O:23][CH3:24])=[C:16]([O:21][CH3:22])[C:17](=[O:20])[C:18]=3[CH3:19])[CH:9]=[CH:8][C:7]=2[OH:26])[CH2:3][CH2:2]1. (4) Given the reactants [Br:1][C:2]1[CH:7]=[CH:6][C:5]([OH:8])=[C:4]([N+:9]([O-:11])=[O:10])[CH:3]=1.C1(O)C=CC=CC=1.[CH3:19][O:20][C:21](=[O:25])[CH:22](Br)[CH3:23], predict the reaction product. The product is: [Br:1][C:2]1[CH:7]=[CH:6][C:5]([O:8][CH:22]([CH3:23])[C:21]([O:20][CH3:19])=[O:25])=[C:4]([N+:9]([O-:11])=[O:10])[CH:3]=1. (5) Given the reactants [CH2:1]([O:5][C:6]1[CH:7]=[C:8]([SH:12])[CH:9]=[CH:10][CH:11]=1)[CH2:2][CH2:3][CH3:4].[CH2:13]([O:15][C:16](=[O:28])[CH:17]([C:23](OCC)=[O:24])[C:18](OCC)=[O:19])[CH3:14].[Sn](Cl)(Cl)(Cl)Cl, predict the reaction product. The product is: [CH2:13]([O:15][C:16]([C:17]1[C:18](=[O:19])[S:12][C:8]2[C:9]([C:23]=1[OH:24])=[CH:10][CH:11]=[C:6]([O:5][CH2:1][CH2:2][CH2:3][CH3:4])[CH:7]=2)=[O:28])[CH3:14]. (6) The product is: [CH:2]([CH2:1][NH:4][C:5]([N:7]1[C:11]([CH3:12])=[CH:10][C:9]([O:13][C:14]2[C:19]([Cl:20])=[CH:18][C:17]([C:21]([F:22])([F:23])[F:24])=[CH:16][C:15]=2[Cl:25])=[N:8]1)=[O:6])=[O:27]. Given the reactants [CH2:1]([NH:4][C:5]([N:7]1[C:11]([CH3:12])=[CH:10][C:9]([O:13][C:14]2[C:19]([Cl:20])=[CH:18][C:17]([C:21]([F:24])([F:23])[F:22])=[CH:16][C:15]=2[Cl:25])=[N:8]1)=[O:6])[CH:2]=C.I([O-])(=O)(=O)=[O:27].[Na+].S([O-])([O-])(=O)=S.[Na+].[Na+].C(OCC)(=O)C, predict the reaction product.